Dataset: Reaction yield outcomes from USPTO patents with 853,638 reactions. Task: Predict the reaction yield, written as a fraction of the theoretical maximum amount of product (1.0 means a 100% yield; for example, 0.34 means a 34% yield). (1) The reactants are C(O)(=O)C1C(=CC=CC=1)O.C(OO)(C)(C)C.C1(C)C=CC=CC=1.[C:24]1([S:30]([CH:33]([CH2:44][CH:45]=[C:46]([CH3:54])[CH2:47][CH2:48][CH:49]=[C:50]([CH3:53])[CH:51]=[O:52])[CH:34]=[C:35]([CH3:43])[CH2:36][CH2:37][CH:38]=[C:39]([CH3:42])[CH:40]=[O:41])(=[O:32])=[O:31])[CH:29]=[CH:28][CH:27]=[CH:26][CH:25]=1. The catalyst is C(Cl)Cl. The product is [C:24]1([S:30]([CH:33]([CH2:44][CH:45]=[C:46]([CH3:54])[CH2:47][CH2:48][CH:49]=[C:50]([CH3:53])[CH2:51][OH:52])[CH:34]=[C:35]([CH3:43])[CH2:36][CH2:37][CH:38]=[C:39]([CH3:42])[CH2:40][OH:41])(=[O:32])=[O:31])[CH:25]=[CH:26][CH:27]=[CH:28][CH:29]=1. The yield is 0.440. (2) The reactants are S1C=CC=C1C[C@@H]1NC2C(=CC=CC=2)NC1=O.[F:18][C:19]1[CH:42]=[CH:41][C:22]([CH2:23][O:24][CH2:25][C:26]([NH:28][CH2:29][C:30]#[C:31][C:32]2[CH:37]=[CH:36][C:35]([CH2:38][CH2:39][OH:40])=[CH:34][CH:33]=2)=[O:27])=[CH:21][CH:20]=1. The product is [F:18][C:19]1[CH:42]=[CH:41][C:22]([CH2:23][O:24][CH2:25][C:26]([NH:28][CH2:29][CH2:30][CH2:31][C:32]2[CH:33]=[CH:34][C:35]([CH2:38][CH2:39][OH:40])=[CH:36][CH:37]=2)=[O:27])=[CH:21][CH:20]=1. The yield is 0.860. No catalyst specified.